The task is: Predict the reactants needed to synthesize the given product.. This data is from Full USPTO retrosynthesis dataset with 1.9M reactions from patents (1976-2016). (1) Given the product [CH3:1][O:2][C:3]([C:5]1[S:6][C:7]2[CH2:12][S:14][CH2:10][C:8]=2[CH:9]=1)=[O:4], predict the reactants needed to synthesize it. The reactants are: [CH3:1][O:2][C:3]([C:5]1[S:6][C:7]([CH2:12]Cl)=[C:8]([CH2:10]Cl)[CH:9]=1)=[O:4].[S-2:14].[Na+].[Na+]. (2) The reactants are: [Br:1][C:2]1[CH:7]=[CH:6][C:5](F)=[C:4]([N+:9]([O-:11])=[O:10])[CH:3]=1.C(=O)([O-])[O-].[K+].[K+].[CH3:18][CH:19]([SH:21])[CH3:20]. Given the product [Br:1][C:2]1[CH:7]=[CH:6][C:5]([S:21][CH:19]([CH3:20])[CH3:18])=[C:4]([N+:9]([O-:11])=[O:10])[CH:3]=1, predict the reactants needed to synthesize it. (3) The reactants are: [Si:1]([O:8][C@H:9]1[CH2:18][C:17]([CH3:20])([CH3:19])[CH2:16][C:15]2[N:14]=[C:13]([C:21](OC)=[O:22])[C:12]3[C@@H:25]([C:33]4[CH:38]=[CH:37][C:36]([C:39]([F:42])([F:41])[F:40])=[CH:35][CH:34]=4)[O:26][C:27]4([CH2:32][CH2:31][O:30][CH2:29][CH2:28]4)[C:11]=3[C:10]1=2)([C:4]([CH3:7])([CH3:6])[CH3:5])([CH3:3])[CH3:2].[H-].[Al+3].[Li+].[H-].[H-].[H-].Cl. Given the product [Si:1]([O:8][C@H:9]1[CH2:18][C:17]([CH3:20])([CH3:19])[CH2:16][C:15]2[N:14]=[C:13]([CH2:21][OH:22])[C:12]3[C@@H:25]([C:33]4[CH:38]=[CH:37][C:36]([C:39]([F:42])([F:40])[F:41])=[CH:35][CH:34]=4)[O:26][C:27]4([CH2:32][CH2:31][O:30][CH2:29][CH2:28]4)[C:11]=3[C:10]1=2)([C:4]([CH3:5])([CH3:6])[CH3:7])([CH3:3])[CH3:2], predict the reactants needed to synthesize it. (4) Given the product [C:16]([C:24]1[CH:29]=[CH:28][N:27]([C:30]2[CH:35]=[CH:34][C:33]([O:36][C:2]3[C:11]4[C:6](=[CH:7][C:8]([O:14][CH3:15])=[C:9]([O:12][CH3:13])[CH:10]=4)[N:5]=[CH:4][CH:3]=3)=[C:32]([F:37])[CH:31]=2)[C:26](=[O:38])[CH:25]=1)(=[O:23])[C:17]1[CH:18]=[CH:19][CH:20]=[CH:21][CH:22]=1, predict the reactants needed to synthesize it. The reactants are: Cl[C:2]1[C:11]2[C:6](=[CH:7][C:8]([O:14][CH3:15])=[C:9]([O:12][CH3:13])[CH:10]=2)[N:5]=[CH:4][CH:3]=1.[C:16]([C:24]1[CH:29]=[CH:28][N:27]([C:30]2[CH:35]=[CH:34][C:33]([OH:36])=[C:32]([F:37])[CH:31]=2)[C:26](=[O:38])[CH:25]=1)(=[O:23])[C:17]1[CH:22]=[CH:21][CH:20]=[CH:19][CH:18]=1.